Task: Regression. Given a peptide amino acid sequence and an MHC pseudo amino acid sequence, predict their binding affinity value. This is MHC class II binding data.. Dataset: Peptide-MHC class II binding affinity with 134,281 pairs from IEDB (1) The peptide sequence is QLQPSLQTGSEELRSLY. The MHC is DRB1_0101 with pseudo-sequence DRB1_0101. The binding affinity (normalized) is 0.315. (2) The MHC is DRB5_0101 with pseudo-sequence DRB5_0101. The peptide sequence is MAKKGGEAMDTISVF. The binding affinity (normalized) is 0.343.